This data is from Catalyst prediction with 721,799 reactions and 888 catalyst types from USPTO. The task is: Predict which catalyst facilitates the given reaction. (1) Reactant: [CH3:1][C:2]1[CH:12]=[C:11]([N+:13]([O-])=O)[CH:10]=[CH:9][C:3]=1[C:4]([N:6]([CH3:8])[CH3:7])=[O:5].C1COCC1. Product: [NH2:13][C:11]1[CH:10]=[CH:9][C:3]([C:4]([N:6]([CH3:8])[CH3:7])=[O:5])=[C:2]([CH3:1])[CH:12]=1. The catalyst class is: 19. (2) Reactant: [NH:1]1[CH2:8][CH2:7][CH2:6][C@@H:2]1[C:3]([OH:5])=[O:4].OS(O)(=O)=O.[C:14]([O-])([O-])=O.[K+].[K+].C([O-])(O)=O.[Na+].[CH3:25][C:26]([O:29][C:30](O[C:30]([O:29][C:26]([CH3:28])([CH3:27])[CH3:25])=[O:31])=[O:31])([CH3:28])[CH3:27]. Product: [N:1]1([C:30]([O:29][C:26]([CH3:28])([CH3:27])[CH3:25])=[O:31])[CH2:8][CH2:7][CH2:6][C@@H:2]1[C:3]([O:5][CH3:14])=[O:4]. The catalyst class is: 24.